The task is: Predict the reactants needed to synthesize the given product.. This data is from Full USPTO retrosynthesis dataset with 1.9M reactions from patents (1976-2016). (1) The reactants are: [F:1][C:2]1[CH:7]=[C:6]([F:8])[CH:5]=[CH:4][C:3]=1B(O)O.[Li+].[Cl-].C([O-])([O-])=O.[Na+].[Na+].[CH3:20][CH2:21][O:22][C:23]([CH3:25])=[O:24].O. Given the product [F:1][C:2]1[CH:7]=[C:6]([F:8])[CH:5]=[CH:4][C:3]=1[C:2]1[CH2:3][CH2:4][C:23]2([O:24][CH2:20][CH2:21][O:22]2)[CH2:25][CH:7]=1, predict the reactants needed to synthesize it. (2) Given the product [Br:3][C:4]1[CH:12]=[C:11]2[C:7]([C:8]([CH3:15])([CH3:14])[C:9](=[O:13])[N:10]2[CH2:17][O:18][CH2:19][CH2:20][Si:21]([CH3:24])([CH3:23])[CH3:22])=[CH:6][CH:5]=1, predict the reactants needed to synthesize it. The reactants are: [H-].[Na+].[Br:3][C:4]1[CH:12]=[C:11]2[C:7]([C:8]([CH3:15])([CH3:14])[C:9](=[O:13])[NH:10]2)=[CH:6][CH:5]=1.Cl[CH2:17][O:18][CH2:19][CH2:20][Si:21]([CH3:24])([CH3:23])[CH3:22].